Dataset: Full USPTO retrosynthesis dataset with 1.9M reactions from patents (1976-2016). Task: Predict the reactants needed to synthesize the given product. (1) The reactants are: [Cl:1][C:2]1[C:7]([CH3:8])=[CH:6][CH:5]=[CH:4][N:3]=1.OO.NC(N)=[O:13].FC(F)(F)C(OC(=O)C(F)(F)F)=O.O. Given the product [Cl:1][C:2]1[C:7]([CH3:8])=[CH:6][CH:5]=[CH:4][N+:3]=1[O-:13], predict the reactants needed to synthesize it. (2) Given the product [Br:14][C:10]1[CH:11]=[C:12]([Cl:13])[C:5]2[O:4][CH:3]([CH2:2][NH:1][C:15](=[O:16])[O:17][C:18]([CH3:21])([CH3:20])[CH3:19])[CH:7]([OH:8])[C:6]=2[CH:9]=1, predict the reactants needed to synthesize it. The reactants are: [NH2:1][CH2:2][CH:3]1[CH:7]([OH:8])[C:6]2[CH:9]=[C:10]([Br:14])[CH:11]=[C:12]([Cl:13])[C:5]=2[O:4]1.[C:15](O[C:15]([O:17][C:18]([CH3:21])([CH3:20])[CH3:19])=[O:16])([O:17][C:18]([CH3:21])([CH3:20])[CH3:19])=[O:16].C(N(CC)CC)C.O. (3) Given the product [CH2:19]([N:26]1[CH2:29][C:12]2[CH:13]=[C:14]3[C:9](=[CH:10][C:11]=2[O:28][CH2:27]1)[O:8][CH2:7][C:6]([C:5]1[CH:17]=[CH:18][C:2]([OH:1])=[CH:3][CH:4]=1)=[CH:15]3)[C:20]1[CH:25]=[CH:24][CH:23]=[CH:22][CH:21]=1, predict the reactants needed to synthesize it. The reactants are: [OH:1][C:2]1[CH:18]=[CH:17][C:5]([C:6]2[CH2:7][O:8][C:9]3[C:14]([CH:15]=2)=[CH:13][CH:12]=[C:11](O)[CH:10]=3)=[CH:4][CH:3]=1.[CH2:19]([NH2:26])[C:20]1[CH:25]=[CH:24][CH:23]=[CH:22][CH:21]=1.[CH2:27]=[O:28].[CH2:29](O)C. (4) The reactants are: [O:1]=[C:2]1[CH2:5][CH:4]([C:6]([O:8][CH2:9][CH3:10])=[O:7])[CH2:3]1.[BH4-].[Na+].Cl. Given the product [OH:1][C@@H:2]1[CH2:5][C@H:4]([C:6]([O:8][CH2:9][CH3:10])=[O:7])[CH2:3]1, predict the reactants needed to synthesize it. (5) Given the product [Cl:2][C:3]1[CH:8]=[CH:7][C:6]([NH:9][NH2:10])=[CH:5][CH:4]=1, predict the reactants needed to synthesize it. The reactants are: Cl.[Cl:2][C:3]1[CH:8]=[CH:7][C:6]([NH:9][NH2:10])=[CH:5][CH:4]=1.C(OCC)C.C(=O)([O-])O.[Na+]. (6) Given the product [NH2:20][S:17]([C:11]1[C:10]([Cl:21])=[CH:9][C:8]([NH:7][CH2:6][C:3]2[O:4][CH:5]=[CH:1][CH:2]=2)=[C:13]([CH:12]=1)[C:14]([O-:16])=[O:15])(=[O:18])=[O:19].[CH2:23]([N+:30]([CH3:33])([CH3:32])[CH3:31])[C:24]1[CH:29]=[CH:28][CH:27]=[CH:26][CH:25]=1, predict the reactants needed to synthesize it. The reactants are: [CH:1]1[CH:2]=[C:3]([CH2:6][NH:7][C:8]2[C:13]([C:14]([OH:16])=[O:15])=[CH:12][C:11]([S:17]([NH2:20])(=[O:19])=[O:18])=[C:10]([Cl:21])[CH:9]=2)[O:4][CH:5]=1.[OH-].[CH2:23]([N+:30]([CH3:33])([CH3:32])[CH3:31])[C:24]1[CH:29]=[CH:28][CH:27]=[CH:26][CH:25]=1. (7) Given the product [Cl:8][C:7]1[C:2]([N:18]2[CH2:23][CH2:22][CH:21]([C:24]([O:26][CH3:27])=[O:25])[CH2:20][CH2:19]2)=[N:3][CH:4]=[C:5]([C:11]2[O:12][C:13]([CH2:16][CH3:17])=[CH:14][N:15]=2)[C:6]=1[S:9][CH3:10], predict the reactants needed to synthesize it. The reactants are: Cl[C:2]1[C:7]([Cl:8])=[C:6]([S:9][CH3:10])[C:5]([C:11]2[O:12][C:13]([CH2:16][CH3:17])=[CH:14][N:15]=2)=[CH:4][N:3]=1.[NH:18]1[CH2:23][CH2:22][CH:21]([C:24]([O:26][CH3:27])=[O:25])[CH2:20][CH2:19]1.CCN(C(C)C)C(C)C. (8) Given the product [CH3:14][O:15][C:16]1[CH:17]=[C:18]([C:2]2[CH:7]=[CH:6][C:5]([CH2:8][CH2:9][OH:10])=[CH:4][CH:3]=2)[CH:19]=[C:20]([O:22][CH3:23])[CH:21]=1, predict the reactants needed to synthesize it. The reactants are: Br[C:2]1[CH:7]=[CH:6][C:5]([CH2:8][CH2:9][OH:10])=[CH:4][CH:3]=1.O.NN.[CH3:14][O:15][C:16]1[CH:17]=[C:18](B(O)O)[CH:19]=[C:20]([O:22][CH3:23])[CH:21]=1. (9) Given the product [CH:35]1([NH:23][CH2:22][C:16]2([C:13]3[CH:14]=[CH:15][C:10]([O:9][CH2:8][CH2:7][CH2:6][N:1]4[CH2:5][CH2:4][CH2:3][CH2:2]4)=[CH:11][CH:12]=3)[CH2:17][CH2:18][O:19][CH2:20][CH2:21]2)[CH2:39][CH2:38][CH2:37][CH2:36]1, predict the reactants needed to synthesize it. The reactants are: [N:1]1([CH2:6][CH2:7][CH2:8][O:9][C:10]2[CH:15]=[CH:14][C:13]([C:16]3([CH2:22][NH2:23])[CH2:21][CH2:20][O:19][CH2:18][CH2:17]3)=[CH:12][CH:11]=2)[CH2:5][CH2:4][CH2:3][CH2:2]1.C(O)(=O)C.C(N(CC)CC)C.[C:35]1(=O)[CH2:39][CH2:38][CH2:37][CH2:36]1.